Task: Predict the reactants needed to synthesize the given product.. Dataset: Full USPTO retrosynthesis dataset with 1.9M reactions from patents (1976-2016) Given the product [Cl:46][C:47]1[CH:48]=[C:49]([N:53]2[C:11]([C:7]3[CH:8]=[N:9][CH:10]=[C:5]([O:4][C:3]([F:2])([F:21])[F:22])[CH:6]=3)=[CH:12][C:13]([C:14]([OH:16])=[O:15])=[N:54]2)[CH:50]=[CH:51][CH:52]=1, predict the reactants needed to synthesize it. The reactants are: [Li].[F:2][C:3]([F:22])([F:21])[O:4][C:5]1[CH:6]=[C:7]([C:11]([O-])=[CH:12][C:13](=O)[C:14]([O:16]CC)=[O:15])[CH:8]=[N:9][CH:10]=1.ClC1C=C(C2N(C3C=CC=CN=3)N=C(C(O)=O)C=2)C=C(F)C=1.Cl.[Cl:46][C:47]1[CH:48]=[C:49]([NH:53][NH2:54])[CH:50]=[CH:51][CH:52]=1.